From a dataset of Catalyst prediction with 721,799 reactions and 888 catalyst types from USPTO. Predict which catalyst facilitates the given reaction. (1) Reactant: Cl.Cl.[F:3][C:4]1[CH:9]=[CH:8][C:7]([C:10]2[N:11]=[C:12]([CH:16]3[CH2:21][CH2:20][NH:19][CH2:18][CH2:17]3)[N:13]([CH3:15])[CH:14]=2)=[CH:6][C:5]=1[C:22]([F:25])([F:24])[F:23].Cl[C:27]1[C:32]([C:33](=O)[CH3:34])=[C:31](Cl)[N:30]=[CH:29][N:28]=1.C(O)(C)C.O.[NH2:42][NH2:43]. Product: [F:3][C:4]1[CH:9]=[CH:8][C:7]([C:10]2[N:11]=[C:12]([CH:16]3[CH2:21][CH2:20][N:19]([C:31]4[N:30]=[CH:29][N:28]=[C:27]5[NH:42][N:43]=[C:33]([CH3:34])[C:32]=45)[CH2:18][CH2:17]3)[N:13]([CH3:15])[CH:14]=2)=[CH:6][C:5]=1[C:22]([F:23])([F:24])[F:25]. The catalyst class is: 61. (2) Reactant: [CH3:1][O:2][C:3]1[CH:4]=[C:5]([C:11]2[C:22](=[O:23])[NH:21][C:14]3[N:15]=[C:16]([S:19][CH3:20])[N:17]=[CH:18][C:13]=3[CH:12]=2)[CH:6]=[C:7]([O:9][CH3:10])[CH:8]=1.I[CH2:25][CH2:26][C:27]1[CH:28]=[C:29]([NH:33][C:34](=[O:40])[O:35][C:36]([CH3:39])([CH3:38])[CH3:37])[CH:30]=[CH:31][CH:32]=1.C([O-])([O-])=O.[K+].[K+].O. Product: [CH3:1][O:2][C:3]1[CH:4]=[C:5]([C:11]2[C:22](=[O:23])[N:21]([CH2:25][CH2:26][C:27]3[CH:28]=[C:29]([NH:33][C:34](=[O:40])[O:35][C:36]([CH3:39])([CH3:38])[CH3:37])[CH:30]=[CH:31][CH:32]=3)[C:14]3[N:15]=[C:16]([S:19][CH3:20])[N:17]=[CH:18][C:13]=3[CH:12]=2)[CH:6]=[C:7]([O:9][CH3:10])[CH:8]=1. The catalyst class is: 3. (3) Reactant: [NH2:1][C:2]([C:4]1[CH:29]=[CH:28][C:7]([O:8][CH2:9][CH2:10][CH2:11][O:12][C:13]2[CH:14]=[C:15]3[C:19](=[CH:20][CH:21]=2)[C@H:18]([CH2:22][C:23]([O:25][CH2:26][CH3:27])=[O:24])[CH2:17][CH2:16]3)=[C:6]([O:30][CH3:31])[CH:5]=1)=[S:3].Cl[CH:33]([C:38](C)=O)[C:34]([O:36][CH3:37])=[O:35]. Product: [CH2:26]([O:25][C:23](=[O:24])[CH2:22][C@H:18]1[C:19]2[C:15](=[CH:14][C:13]([O:12][CH2:11][CH2:10][CH2:9][O:8][C:7]3[CH:28]=[CH:29][C:4]([C:2]4[S:3][C:33]([C:34]([O:36][CH3:37])=[O:35])=[CH:38][N:1]=4)=[CH:5][C:6]=3[O:30][CH3:31])=[CH:21][CH:20]=2)[CH2:16][CH2:17]1)[CH3:27]. The catalyst class is: 14. (4) Reactant: [C:1]1(=[C:8]([C:25]2[CH:30]=[CH:29][C:28]([OH:31])=[CH:27][CH:26]=2)[C:9]2[CH:14]=[CH:13][C:12](/[CH:15]=[CH:16]/[P:17](=[O:24])([O:21]CC)[O:18][CH2:19][CH3:20])=[CH:11][CH:10]=2)[CH2:7][CH2:6][CH2:5][CH2:4][CH2:3][CH2:2]1.[OH-].[Na+]. Product: [C:1]1(=[C:8]([C:25]2[CH:30]=[CH:29][C:28]([OH:31])=[CH:27][CH:26]=2)[C:9]2[CH:14]=[CH:13][C:12](/[CH:15]=[CH:16]/[P:17](=[O:21])([OH:24])[O:18][CH2:19][CH3:20])=[CH:11][CH:10]=2)[CH2:7][CH2:6][CH2:5][CH2:4][CH2:3][CH2:2]1. The catalyst class is: 14. (5) Reactant: [CH:1](=O)[C:2]([CH3:4])=O.O.[NH2:7][CH2:8][CH2:9][NH:10][CH2:11][CH2:12][NH:13][CH2:14][CH2:15][NH2:16].N1[C:21]2C=CC=C[C:20]=2N=N1.C(C=O)=O.[BH4-].[Na+]. Product: [CH3:4][C:2]12[CH:1]3[N:7]4[CH2:20][CH2:21][N:16]3[CH2:15][CH2:14][N:13]1[CH2:12][CH2:11][N:10]2[CH2:9][CH2:8]4. The catalyst class is: 97.